Dataset: Full USPTO retrosynthesis dataset with 1.9M reactions from patents (1976-2016). Task: Predict the reactants needed to synthesize the given product. Given the product [CH3:13][O:12][C:6]1[CH:5]=[C:4]2[C:9]([N:10]=[CH:11][C:2]([O:29][CH2:28][CH2:27][N:24]3[CH2:23][CH2:22][CH:21]([NH:20][C:19]([C:40]4[CH:39]=[CH:38][C:35]5[S:36][CH2:37][C:32](=[O:31])[NH:33][C:34]=5[N:41]=4)=[O:30])[CH2:26][CH2:25]3)=[N:3]2)=[CH:8][CH:7]=1, predict the reactants needed to synthesize it. The reactants are: Cl[C:2]1[CH:11]=[N:10][C:9]2[C:4](=[CH:5][C:6]([O:12][CH3:13])=[CH:7][CH:8]=2)[N:3]=1.C(O[C:19](=[O:30])[NH:20][CH:21]1[CH2:26][CH2:25][N:24]([CH2:27][CH2:28][OH:29])[CH2:23][CH2:22]1)(C)(C)C.[O:31]=[C:32]1[CH2:37][S:36][C:35]2[CH:38]=[CH:39][C:40](C(O)=O)=[N:41][C:34]=2[NH:33]1.